The task is: Predict the reactants needed to synthesize the given product.. This data is from Full USPTO retrosynthesis dataset with 1.9M reactions from patents (1976-2016). (1) Given the product [CH:10]1([C:13]2[CH:14]=[CH:15][C:16]([CH2:19][C:21]3[S:22][C:23]([CH3:66])=[CH:24][C:25]=3[O:26][C@@H:27]3[CH2:32][C@H:31]([CH2:33][O:34][CH2:35][C:36]4[CH:41]=[CH:40][CH:39]=[CH:38][CH:37]=4)[C@@H:30]([O:42][CH2:43][C:44]4[CH:45]=[CH:46][CH:47]=[CH:48][CH:49]=4)[C@H:29]([O:50][CH2:51][C:52]4[CH:57]=[CH:56][CH:55]=[CH:54][CH:53]=4)[C@H:28]3[O:58][CH2:59][C:60]3[CH:65]=[CH:64][CH:63]=[CH:62][CH:61]=3)=[CH:17][CH:18]=2)[CH2:11][CH2:12]1, predict the reactants needed to synthesize it. The reactants are: Cl[Si](C)(C)C.C([BH3-])#N.[Na+].[CH:10]1([C:13]2[CH:18]=[CH:17][C:16]([C:19]([C:21]3[S:22][C:23]([CH3:66])=[CH:24][C:25]=3[O:26][C@@H:27]3[CH2:32][C@H:31]([CH2:33][O:34][CH2:35][C:36]4[CH:41]=[CH:40][CH:39]=[CH:38][CH:37]=4)[C@@H:30]([O:42][CH2:43][C:44]4[CH:49]=[CH:48][CH:47]=[CH:46][CH:45]=4)[C@H:29]([O:50][CH2:51][C:52]4[CH:57]=[CH:56][CH:55]=[CH:54][CH:53]=4)[C@H:28]3[O:58][CH2:59][C:60]3[CH:65]=[CH:64][CH:63]=[CH:62][CH:61]=3)=O)=[CH:15][CH:14]=2)[CH2:12][CH2:11]1.C(Cl)Cl. (2) Given the product [CH:36]([O:35][C:33](=[O:34])[NH:22][C:9]1[CH:10]=[CH:11][C:12]([O:13][CH2:14][CH2:15][N:16]2[CH2:17][CH2:18][S:19][CH2:20][CH2:21]2)=[C:7]([C:6]2[N:2]([CH3:1])[N:3]=[CH:4][CH:5]=2)[CH:8]=1)([CH3:38])[CH3:37], predict the reactants needed to synthesize it. The reactants are: [CH3:1][N:2]1[C:6]([C:7]2[CH:8]=[C:9]([NH2:22])[CH:10]=[CH:11][C:12]=2[O:13][CH2:14][CH2:15][N:16]2[CH2:21][CH2:20][S:19][CH2:18][CH2:17]2)=[CH:5][CH:4]=[N:3]1.C(Cl)Cl.N1C=CC=CC=1.Cl[C:33]([O:35][CH:36]([CH3:38])[CH3:37])=[O:34]. (3) The reactants are: Br[C:2]1[C:3]([O:28][CH3:29])=[C:4]([CH:10]([NH:12][C:13]2[N:21]=[CH:20][N:19]=[C:18]3[C:14]=2[N:15]=[CH:16][N:17]3C2CCCCO2)[CH3:11])[CH:5]=[C:6]([Cl:9])[C:7]=1[CH3:8].[CH3:30][O:31][C:32]1[CH:33]=[C:34](B(O)O)[CH:35]=[N:36][CH:37]=1.C(=O)([O-])[O-].[Na+].[Na+].Cl.O. Given the product [Cl:9][C:6]1[C:7]([CH3:8])=[C:2]([C:34]2[CH:35]=[N:36][CH:37]=[C:32]([O:31][CH3:30])[CH:33]=2)[C:3]([O:28][CH3:29])=[C:4]([CH:10]([NH:12][C:13]2[N:21]=[CH:20][N:19]=[C:18]3[C:14]=2[N:15]=[CH:16][NH:17]3)[CH3:11])[CH:5]=1, predict the reactants needed to synthesize it. (4) The reactants are: [Cl:1][C:2]1[CH:3]=[C:4]([C:8]2[O:12][C:11]([CH2:13][CH2:14][C:15](NN)=[O:16])=[N:10][N:9]=2)[CH:5]=[CH:6][CH:7]=1.ClC1C=C(C2[O:30][C:29](CCC(O)=O)=NN=2)C=CC=1.IC.C([O-])([O-])=O.[K+].[K+]. Given the product [CH3:29][O:30][C:15](=[O:16])[CH2:14][CH2:13][C:11]1[O:12][C:8]([C:4]2[CH:5]=[CH:6][CH:7]=[C:2]([Cl:1])[CH:3]=2)=[N:9][N:10]=1, predict the reactants needed to synthesize it.